Dataset: Full USPTO retrosynthesis dataset with 1.9M reactions from patents (1976-2016). Task: Predict the reactants needed to synthesize the given product. Given the product [CH3:20][O:2][C:3]1[CH:8]=[CH:7][N:6]2[CH:9]=[C:10]([C:12]([C:14]3[CH:15]=[CH:16][CH:17]=[CH:18][CH:19]=3)=[O:13])[N:11]=[C:5]2[CH:4]=1, predict the reactants needed to synthesize it. The reactants are: Br.[OH:2][C:3]1[CH:8]=[CH:7][N:6]2[CH:9]=[C:10]([C:12]([C:14]3[CH:19]=[CH:18][CH:17]=[CH:16][CH:15]=3)=[O:13])[N:11]=[C:5]2[CH:4]=1.[C:20](=O)([O-])[O-].[K+].[K+].CI.